Dataset: Full USPTO retrosynthesis dataset with 1.9M reactions from patents (1976-2016). Task: Predict the reactants needed to synthesize the given product. (1) Given the product [O:29]1[CH2:30][CH:31]=[C:26]([C:15]2[CH:14]=[C:13]([F:32])[C:12]3[O:11][C:10]4[C:19](=[CH:20][C:7]([C:37]5[CH:36]=[N:35][CH:40]=[CH:39][CH:38]=5)=[CH:8][CH:9]=4)[C@:18]4([CH2:24][O:23][C:22]([NH2:25])=[N:21]4)[C:17]=3[CH:16]=2)[CH2:27][CH2:28]1, predict the reactants needed to synthesize it. The reactants are: FC(F)(F)S(O[C:7]1[CH:20]=[C:19]2[C:10]([O:11][C:12]3[C:13]([F:32])=[CH:14][C:15]([C:26]4[CH2:27][CH2:28][O:29][CH2:30][CH:31]=4)=[CH:16][C:17]=3[C:18]32[CH2:24][O:23][C:22]([NH2:25])=[N:21]3)=[CH:9][CH:8]=1)(=O)=O.[N:35]1[CH:40]=[CH:39][CH:38]=[C:37](B(O)O)[CH:36]=1.C(=O)([O-])[O-].[K+].[K+]. (2) Given the product [NH2:1][C:2]1[C:7]([C:8]([NH:10][C:11]2[CH:16]=[C:15]([C:17](=[O:19])[NH2:18])[CH:14]=[CH:13][C:12]=2[OH:20])=[O:9])=[C:6]([NH:22][C@H:23]([C:25]2[N:30]([C:31]3[CH:36]=[CH:35][CH:34]=[CH:33][CH:32]=3)[C:29](=[O:37])[C:28]3=[C:38]([CH3:41])[CH:39]=[CH:40][N:27]3[N:26]=2)[CH3:24])[N:5]=[CH:4][N:3]=1, predict the reactants needed to synthesize it. The reactants are: [NH2:1][C:2]1[C:7]([C:8]([NH:10][C:11]2[CH:16]=[C:15]([C:17](=[O:19])[NH2:18])[CH:14]=[CH:13][C:12]=2[O:20]C)=[O:9])=[C:6]([NH:22][C@H:23]([C:25]2[N:30]([C:31]3[CH:36]=[CH:35][CH:34]=[CH:33][CH:32]=3)[C:29](=[O:37])[C:28]3=[C:38]([CH3:41])[CH:39]=[CH:40][N:27]3[N:26]=2)[CH3:24])[N:5]=[CH:4][N:3]=1.B(Br)(Br)Br.